Dataset: Reaction yield outcomes from USPTO patents with 853,638 reactions. Task: Predict the reaction yield, written as a fraction of the theoretical maximum amount of product (1.0 means a 100% yield; for example, 0.34 means a 34% yield). (1) The reactants are [CH3:1][N:2]([CH3:24])[C:3]([C:5]1[CH:22]=[C:21]([OH:23])[C:8]2[N:9]=[C:10]([CH3:20])[N:11]([CH2:12][O:13][CH2:14][CH2:15][Si:16]([CH3:19])([CH3:18])[CH3:17])[C:7]=2[CH:6]=1)=[O:4].[C:25](=[O:28])([O-])O.[Na+].[CH3:30][C:31]1[CH:36]=[CH:35][CH:34]=[CH:33][C:32]=1C(N1CCCC1)=C.[C:44](O)(=O)/[CH:45]=C/C(O)=O. The catalyst is ClCCl.CC(C)=O. The product is [CH3:24][N:2]([CH3:1])[C:3]([C:5]1[C:22]([CH2:44][CH2:45][C:25](=[O:28])[C:32]2[CH:33]=[CH:34][CH:35]=[CH:36][C:31]=2[CH3:30])=[C:21]([OH:23])[C:8]2[N:9]=[C:10]([CH3:20])[N:11]([CH2:12][O:13][CH2:14][CH2:15][Si:16]([CH3:17])([CH3:18])[CH3:19])[C:7]=2[CH:6]=1)=[O:4]. The yield is 0.200. (2) The reactants are [C:1]([O:5][C:6]([N:8]1[C:13]2[CH:14]=[C:15]([Cl:22])[C:16]([NH:18][C:19](=[O:21])[CH3:20])=[CH:17][C:12]=2[O:11][CH:10]([C:23]([OH:25])=O)[CH2:9]1)=[O:7])([CH3:4])([CH3:3])[CH3:2].[F:26][C:27]1[CH:41]=[CH:40][C:30]([CH2:31][C:32]2([C:38]#[N:39])[CH2:37][CH2:36][NH:35][CH2:34][CH2:33]2)=[CH:29][CH:28]=1.CCN=C=NCCCN(C)C.C1C=CC2N(O)N=NC=2C=1.CCN(C(C)C)C(C)C. The catalyst is CN(C=O)C.O. The product is [C:1]([O:5][C:6]([N:8]1[C:13]2[CH:14]=[C:15]([Cl:22])[C:16]([NH:18][C:19](=[O:21])[CH3:20])=[CH:17][C:12]=2[O:11][CH:10]([C:23]([N:35]2[CH2:36][CH2:37][C:32]([C:38]#[N:39])([CH2:31][C:30]3[CH:29]=[CH:28][C:27]([F:26])=[CH:41][CH:40]=3)[CH2:33][CH2:34]2)=[O:25])[CH2:9]1)=[O:7])([CH3:3])([CH3:2])[CH3:4]. The yield is 0.560. (3) The reactants are [C:1]([NH:8][CH2:9][CH2:10][NH2:11])([O:3]C(C)(C)C)=O.[C:12]1([CH3:21])[CH:17]=[CH:16][CH:15]=[C:14]([N:18]=C=O)[CH:13]=1. The catalyst is C(#N)C. The product is [CH3:21][C:12]1[CH:13]=[C:14]([NH:18][C:1]([NH:8][CH2:9][CH2:10][NH2:11])=[O:3])[CH:15]=[CH:16][CH:17]=1. The yield is 0.210. (4) The reactants are [Cl:1][C:2]1[C:11]2[NH:10][CH2:9][CH2:8][O:7][C:6]=2[CH:5]=[CH:4][C:3]=1[B:12]1[O:16][C:15]([CH3:18])([CH3:17])[C:14]([CH3:20])([CH3:19])[O:13]1.[H-].[Na+].Br[CH2:24][CH:25]=[CH2:26].O. The catalyst is CN(C=O)C. The product is [CH2:26]([N:10]1[CH2:9][CH2:8][O:7][C:6]2[CH:5]=[CH:4][C:3]([B:12]3[O:16][C:15]([CH3:18])([CH3:17])[C:14]([CH3:20])([CH3:19])[O:13]3)=[C:2]([Cl:1])[C:11]1=2)[CH:25]=[CH2:24]. The yield is 0.749. (5) The reactants are [CH3:1][O:2][C:3](=[O:25])[C:4]1[CH:9]=[C:8](I)[CH:7]=[N:6][C:5]=1[O:11][C:12]1[CH:17]=[CH:16][C:15]([O:18][C:19]2[CH:24]=[CH:23][CH:22]=[CH:21][CH:20]=2)=[CH:14][CH:13]=1.[C:26]([O:30][C:31]([N:33]1[CH2:37][CH2:36][CH:35]([NH2:38])[CH2:34]1)=[O:32])([CH3:29])([CH3:28])[CH3:27]. The catalyst is O1CCOCC1.C1C=CC(/C=C/C(/C=C/C2C=CC=CC=2)=O)=CC=1.C1C=CC(/C=C/C(/C=C/C2C=CC=CC=2)=O)=CC=1.C1C=CC(/C=C/C(/C=C/C2C=CC=CC=2)=O)=CC=1.[Pd].[Pd].C1(P(C2CCCCC2)C2C=C(OC)C=C(OC)C=2C2C(OC(C)C)=CC(OC(C)C)=CC=2OC(C)C)CCCCC1. The product is [CH3:1][O:2][C:3](=[O:25])[C:4]1[CH:9]=[C:8]([NH:38][CH:35]2[CH2:36][CH2:37][N:33]([C:31]([O:30][C:26]([CH3:29])([CH3:28])[CH3:27])=[O:32])[CH2:34]2)[CH:7]=[N:6][C:5]=1[O:11][C:12]1[CH:17]=[CH:16][C:15]([O:18][C:19]2[CH:24]=[CH:23][CH:22]=[CH:21][CH:20]=2)=[CH:14][CH:13]=1. The yield is 0.907. (6) The reactants are [F:1][C:2]1[CH:7]=[CH:6][C:5]([C@H:8]([CH2:12][CH:13]=[CH2:14])[CH2:9][NH:10][CH3:11])=[CH:4][CH:3]=1.CCN(C(C)C)C(C)C.[Cl:24][C:25]1[CH:26]=[C:27]([CH:31]=[C:32]([Cl:34])[CH:33]=1)[C:28](Cl)=[O:29]. The catalyst is C(Cl)Cl. The product is [Cl:24][C:25]1[CH:26]=[C:27]([CH:31]=[C:32]([Cl:34])[CH:33]=1)[C:28]([N:10]([CH2:9][C@H:8]([C:5]1[CH:4]=[CH:3][C:2]([F:1])=[CH:7][CH:6]=1)[CH2:12][CH:13]=[CH2:14])[CH3:11])=[O:29]. The yield is 0.750. (7) The reactants are N1C=CC=CC=1.[F:7][C:8]([F:21])([F:20])[S:9]([O:12]S(C(F)(F)F)(=O)=O)(=[O:11])=[O:10].[OH:22][C:23]1[CH:28]=[CH:27][C:26]([C:29]([C:34]2[CH:39]=[CH:38][C:37](O)=[C:36]([CH3:41])[CH:35]=2)([CH2:32][CH3:33])[CH2:30][CH3:31])=[CH:25][C:24]=1[CH3:42].C(OCC)(=O)C. The catalyst is ClCCl. The product is [CH2:30]([C:29]([C:34]1[CH:39]=[CH:38][C:37]([O:12][S:9]([C:8]([F:21])([F:20])[F:7])(=[O:11])=[O:10])=[C:36]([CH3:41])[CH:35]=1)([C:26]1[CH:27]=[CH:28][C:23]([OH:22])=[C:24]([CH3:42])[CH:25]=1)[CH2:32][CH3:33])[CH3:31]. The yield is 0.370.